This data is from NCI-60 drug combinations with 297,098 pairs across 59 cell lines. The task is: Regression. Given two drug SMILES strings and cell line genomic features, predict the synergy score measuring deviation from expected non-interaction effect. (1) Drug 1: CC(C1=C(C=CC(=C1Cl)F)Cl)OC2=C(N=CC(=C2)C3=CN(N=C3)C4CCNCC4)N. Drug 2: C1CC(C1)(C(=O)O)C(=O)O.[NH2-].[NH2-].[Pt+2]. Cell line: SNB-19. Synergy scores: CSS=30.0, Synergy_ZIP=-2.46, Synergy_Bliss=3.26, Synergy_Loewe=3.82, Synergy_HSA=4.01. (2) Drug 2: CC1C(C(CC(O1)OC2CC(CC3=C2C(=C4C(=C3O)C(=O)C5=C(C4=O)C(=CC=C5)OC)O)(C(=O)CO)O)N)O.Cl. Synergy scores: CSS=40.0, Synergy_ZIP=-8.12, Synergy_Bliss=-10.4, Synergy_Loewe=-14.1, Synergy_HSA=-6.46. Cell line: PC-3. Drug 1: C1CN(CCN1C(=O)CCBr)C(=O)CCBr. (3) Drug 1: CC1=CC=C(C=C1)C2=CC(=NN2C3=CC=C(C=C3)S(=O)(=O)N)C(F)(F)F. Drug 2: CC1=C(C=C(C=C1)NC(=O)C2=CC=C(C=C2)CN3CCN(CC3)C)NC4=NC=CC(=N4)C5=CN=CC=C5. Cell line: HL-60(TB). Synergy scores: CSS=-8.54, Synergy_ZIP=1.55, Synergy_Bliss=-7.66, Synergy_Loewe=2.64, Synergy_HSA=-12.5. (4) Drug 1: CCC(=C(C1=CC=CC=C1)C2=CC=C(C=C2)OCCN(C)C)C3=CC=CC=C3.C(C(=O)O)C(CC(=O)O)(C(=O)O)O. Drug 2: CCN(CC)CCNC(=O)C1=C(NC(=C1C)C=C2C3=C(C=CC(=C3)F)NC2=O)C. Cell line: UACC62. Synergy scores: CSS=-1.35, Synergy_ZIP=-0.0783, Synergy_Bliss=-4.23, Synergy_Loewe=-9.73, Synergy_HSA=-6.06.